From a dataset of Reaction yield outcomes from USPTO patents with 853,638 reactions. Predict the reaction yield, written as a fraction of the theoretical maximum amount of product (1.0 means a 100% yield; for example, 0.34 means a 34% yield). (1) The reactants are [CH3:1][O:2][C:3]1[C:4](=[O:29])[C:5]([CH3:28])=[C:6]([CH2:12][C:13]2[CH:21]=[CH:20][C:16]([C:17](O)=[O:18])=[C:15]([C:22]3[CH:27]=[CH:26][CH:25]=[CH:24][CH:23]=3)[CH:14]=2)[C:7](=[O:11])[C:8]=1[O:9][CH3:10].[NH:30]1[CH2:35][CH2:34][CH2:33][CH2:32][CH2:31]1.CCN=C=NCCCN(C)C.Cl. The catalyst is C(Cl)Cl. The product is [CH3:1][O:2][C:3]1[C:4](=[O:29])[C:5]([CH3:28])=[C:6]([CH2:12][C:13]2[CH:21]=[CH:20][C:16]([C:17]([N:30]3[CH2:35][CH2:34][CH2:33][CH2:32][CH2:31]3)=[O:18])=[C:15]([C:22]3[CH:27]=[CH:26][CH:25]=[CH:24][CH:23]=3)[CH:14]=2)[C:7](=[O:11])[C:8]=1[O:9][CH3:10]. The yield is 0.570. (2) The reactants are [NH2:1][NH2:2].[O:3]=[C:4]1[C:8]([CH2:9][C:10]([OH:12])=[O:11])=[CH:7][C:6](=O)[O:5]1. The catalyst is C(O)(=O)C. The product is [OH:5][C:6]1[CH:7]=[C:8]([CH2:9][C:10]([OH:12])=[O:11])[C:4](=[O:3])[NH:1][N:2]=1. The yield is 0.800. (3) The reactants are [N:1]1[CH:6]=[CH:5][CH:4]=[C:3]([CH2:7][CH2:8][C@H:9]([C:11]2[CH:16]=[CH:15][CH:14]=[C:13]([O:17][CH2:18][C:19]([O:21][C:22]([CH3:25])([CH3:24])[CH3:23])=[O:20])[CH:12]=2)[OH:10])[CH:2]=1.[O:26]=[C:27]([N:35]1[CH2:40][CH2:39][CH2:38][CH2:37][C@H:36]1[C:41](O)=[O:42])[C:28](=[O:34])[C:29]([CH3:33])([CH3:32])[CH2:30][CH3:31].C1(N=C=NC2CCCCC2)CCCCC1. The catalyst is C(Cl)Cl.CN(C)C1C=CN=CC=1. The product is [CH3:32][C:29]([CH3:33])([CH2:30][CH3:31])[C:28](=[O:34])[C:27]([N:35]1[CH2:40][CH2:39][CH2:38][CH2:37][C@H:36]1[C:41]([O:10][C@@H:9]([C:11]1[CH:16]=[CH:15][CH:14]=[C:13]([O:17][CH2:18][C:19]([O:21][C:22]([CH3:25])([CH3:24])[CH3:23])=[O:20])[CH:12]=1)[CH2:8][CH2:7][C:3]1[CH:2]=[N:1][CH:6]=[CH:5][CH:4]=1)=[O:42])=[O:26]. The yield is 0.960. (4) The reactants are [Br:1][C:2]1[CH:7]=[C:6]([Cl:8])[CH:5]=[CH:4][C:3]=1[OH:9].Cl[C:11]([F:16])([F:15])C([O-])=O.[Na+].C(=O)([O-])[O-].[Cs+].[Cs+].O. The catalyst is CN(C=O)C. The product is [Br:1][C:2]1[CH:7]=[C:6]([Cl:8])[CH:5]=[CH:4][C:3]=1[O:9][CH:11]([F:16])[F:15]. The yield is 0.480. (5) The reactants are CC(C[AlH]CC(C)C)C.[C:10]1([C:16]2[S:20][C:19]3=[N:21][C:22]([C:24](OCC)=[O:25])=[CH:23][N:18]3[N:17]=2)[CH:15]=[CH:14][CH:13]=[CH:12][CH:11]=1. The catalyst is C(Cl)Cl.O. The product is [C:10]1([C:16]2[S:20][C:19]3=[N:21][C:22]([CH2:24][OH:25])=[CH:23][N:18]3[N:17]=2)[CH:11]=[CH:12][CH:13]=[CH:14][CH:15]=1. The yield is 0.670.